Dataset: Reaction yield outcomes from USPTO patents with 853,638 reactions. Task: Predict the reaction yield, written as a fraction of the theoretical maximum amount of product (1.0 means a 100% yield; for example, 0.34 means a 34% yield). (1) The yield is 0.190. The reactants are O[CH2:2][C:3]1[C:11]([CH2:12][C@H:13]2[CH2:17][CH2:16][O:15][C:14]2=[O:18])=[CH:10][CH:9]=[C:8]2[C:4]=1[CH:5]=[N:6][NH:7]2.S(Cl)(Cl)=O.[C:23](=[O:26])([O-])[O-].[K+].[K+].[CH2:29]([NH2:34])[C:30]([CH3:33])([CH3:32])[CH3:31].Cl[CH2:36]Cl. The product is [C:14]([O:15][CH2:16][CH2:17][C@H:13]1[C:23](=[O:26])[N:34]([CH2:29][C:30]([CH3:33])([CH3:32])[CH3:31])[CH2:2][C:3]2[C:4]3[CH:5]=[N:6][NH:7][C:8]=3[CH:9]=[CH:10][C:11]=2[CH2:12]1)(=[O:18])[CH3:36]. No catalyst specified. (2) No catalyst specified. The reactants are [CH3:1][CH:2]([OH:4])[CH3:3].[CH2:5](N(CC)CC)C.[N+:12]([C:15]1[CH:20]=[CH:19][C:18]([P:21](Cl)(Cl)=[O:22])=[CH:17][CH:16]=1)([O-:14])=[O:13].CCO[C:28]([CH3:30])=[O:29]. The yield is 0.250. The product is [CH3:1][CH:2]([O:4][P:21]([C:18]1[CH:19]=[CH:20][C:15]([N+:12]([O-:14])=[O:13])=[CH:16][CH:17]=1)(=[O:22])[O:29][CH:28]([CH3:30])[CH3:5])[CH3:3]. (3) The reactants are I[CH2:2][C:3]1[CH:4]=[C:5]([CH3:22])[CH:6]=[C:7]2[C:12]=1[O:11][CH:10]([C:13]([F:16])([F:15])[F:14])[C:9]([C:17]([O:19][CH2:20][CH3:21])=[O:18])=[CH:8]2.[NH2:23][C:24]1[CH:29]=[CH:28][CH:27]=[CH:26][CH:25]=1.C([O-])([O-])=O.[K+].[K+]. The catalyst is CN(C=O)C. The product is [NH:23]([CH2:2][C:3]1[CH:4]=[C:5]([CH3:22])[CH:6]=[C:7]2[C:12]=1[O:11][CH:10]([C:13]([F:16])([F:15])[F:14])[C:9]([C:17]([O:19][CH2:20][CH3:21])=[O:18])=[CH:8]2)[C:24]1[CH:29]=[CH:28][CH:27]=[CH:26][CH:25]=1. The yield is 0.880. (4) The reactants are [NH:1]1[CH:5]=[C:4]([C:6]2[C:7]3[CH:14]=[CH:13][N:12]([CH2:15][O:16][CH2:17][CH2:18][Si:19]([CH3:22])([CH3:21])[CH3:20])[C:8]=3[N:9]=[CH:10][N:11]=2)[CH:3]=[N:2]1.[CH:23]1([C:28]#[C:29][C:30]#[N:31])[CH2:27][CH2:26][CH2:25][CH2:24]1.C(=O)([O-])[O-].[K+].[K+]. The catalyst is CN(C=O)C.C(OCC)(=O)C.[Cl-].[Na+].O. The product is [CH:23]1(/[C:28](/[N:1]2[CH:5]=[C:4]([C:6]3[C:7]4[CH:14]=[CH:13][N:12]([CH2:15][O:16][CH2:17][CH2:18][Si:19]([CH3:22])([CH3:21])[CH3:20])[C:8]=4[N:9]=[CH:10][N:11]=3)[CH:3]=[N:2]2)=[CH:29]/[C:30]#[N:31])[CH2:27][CH2:26][CH2:25][CH2:24]1. The yield is 0.530. (5) The reactants are [OH-].[Na+].C[O:4][C:5](=[O:17])[C:6]1[CH:11]=[CH:10][C:9]([CH2:12][CH2:13][C:14]#[N:15])=[N:8][C:7]=1[NH2:16].Cl. The catalyst is CO. The product is [NH2:16][C:7]1[N:8]=[C:9]([CH2:12][CH2:13][C:14]#[N:15])[CH:10]=[CH:11][C:6]=1[C:5]([OH:17])=[O:4]. The yield is 0.810. (6) The reactants are [C@H:1]1([NH:10][C:11]2[C:12]3[CH:19]=[CH:18][N:17]([C@H:20]4[CH2:24][C@H:23]([OH:25])[C@H:22]([CH2:26][OH:27])[CH2:21]4)[C:13]=3[N:14]=[CH:15][N:16]=2)[C:9]2[C:4](=[CH:5][CH:6]=[CH:7][CH:8]=2)[CH2:3][CH2:2]1.C(C1C=C(C)C=C(C(C)(C)C)N=1)(C)(C)C.Cl[S:44]([NH:47][C:48](=[O:54])[O:49][C:50]([CH3:53])([CH3:52])[CH3:51])(=[O:46])=[O:45]. The catalyst is C(C#N)(C)=O. The product is [C@H:1]1([NH:10][C:11]2[C:12]3[CH:19]=[CH:18][N:17]([C@@H:20]4[CH2:21][C@@H:22]([CH2:26][O:27][S:44]([NH:47][C:48](=[O:54])[O:49][C:50]([CH3:52])([CH3:51])[CH3:53])(=[O:45])=[O:46])[C@@H:23]([OH:25])[CH2:24]4)[C:13]=3[N:14]=[CH:15][N:16]=2)[C:9]2[C:4](=[CH:5][CH:6]=[CH:7][CH:8]=2)[CH2:3][CH2:2]1. The yield is 0.370.